Dataset: Forward reaction prediction with 1.9M reactions from USPTO patents (1976-2016). Task: Predict the product of the given reaction. Given the reactants [CH2:1]([O:8][C:9]1[CH:14]=[CH:13][C:12]([CH2:15][CH:16]([NH2:18])[CH3:17])=[CH:11][C:10]=1[O:19][CH3:20])[C:2]1[CH:7]=[CH:6][CH:5]=[CH:4][CH:3]=1.[CH:21](O)=[O:22], predict the reaction product. The product is: [CH2:1]([O:8][C:9]1[CH:14]=[CH:13][C:12]([CH2:15][CH:16]([NH:18][CH:21]=[O:22])[CH3:17])=[CH:11][C:10]=1[O:19][CH3:20])[C:2]1[CH:7]=[CH:6][CH:5]=[CH:4][CH:3]=1.